Dataset: Full USPTO retrosynthesis dataset with 1.9M reactions from patents (1976-2016). Task: Predict the reactants needed to synthesize the given product. Given the product [C:27]([C:5]([CH2:10][C:11]1[CH:16]=[C:15]([O:17][C:18]2[CH:23]=[CH:22][CH:21]=[CH:20][CH:19]=2)[CH:14]=[CH:13][C:12]=1[N+:24]([O-:26])=[O:25])([CH2:6][CH2:7][CH:8]=[CH2:9])[C:4]([OH:29])=[O:3])#[N:28], predict the reactants needed to synthesize it. The reactants are: C([O:3][C:4](=[O:29])[C:5]([C:27]#[N:28])([CH2:10][C:11]1[CH:16]=[C:15]([O:17][C:18]2[CH:23]=[CH:22][CH:21]=[CH:20][CH:19]=2)[CH:14]=[CH:13][C:12]=1[N+:24]([O-:26])=[O:25])[CH2:6][CH2:7][CH:8]=[CH2:9])C.[Li+].[OH-].Cl.